This data is from Experimentally validated miRNA-target interactions with 360,000+ pairs, plus equal number of negative samples. The task is: Binary Classification. Given a miRNA mature sequence and a target amino acid sequence, predict their likelihood of interaction. (1) The miRNA is hsa-miR-218-5p with sequence UUGUGCUUGAUCUAACCAUGU. The protein sequence of the target gene is MPLFTANPFEQDVEKATNEYNTTEDWSLIMDICDKVGSTPNGAKDCLKAIMKRVNHKVPHVALQALTLLGACVANCGKIFHLEVCSRDFATEVRAVIKNKAHPKVCEKLKSLMVEWSEEFQKDPQFSLISATIKSMKEEGITFPPAGSQTVSAAAKNGTSSNKNKEDEDIAKAIELSLQEQKQQHTETKSLYPSSEIQLNNKVARKVRALYDFEAVEDNELTFKHGEIIIVLDDSDANWWKGENHRGIGLFPSNFVTTNLNIETEAAAVDKLNVIDDDVEEIKKSEPEPVYIDEDKMDRA.... Result: 1 (interaction). (2) The miRNA is hsa-miR-5003-3p with sequence UACUUUUCUAGGUUGUUGGGG. The protein sequence of the target gene is MITFLPIIFSILIVVIFVIGNFANGFIALVNSIEWVKRQKISFVDQILTALAVSRVGLLWVLLLHWYATQLNPAFYSVEVRITAYNVWAVTNHFSSWLATSLSMFYLLRIANFSNLIFLRIKRRVKSVVLVILLGPLLFLVCHLFVINMDETVWTKEYEGNVTWKIKLRSAMYHSNMTLTMLANFVPLTLTLISFLLLICSLCKHLKKMQLHGKGSQDPSTKVHIKALQTVTSFLLLCAIYFLSMIISVCNFGRLEKQPVFMFCQAIIFSYPSTHPFILILGNKKLKQIFLSVLRHVRYW.... Result: 1 (interaction). (3) The miRNA is mmu-miR-3473a with sequence UGGAGAGAUGGCUCAGCA. Result: 1 (interaction). The protein sequence of the target gene is MEAQSYQEVMKNNGQHLFSSQHRSLTRQSRRRTATNNTLMERFLQDVLRHHPYNYQDNRSAPNEPEAAAAAAAAADPGSPEVVVVLDDSDEKEDDTADSGAERNSEDSGSVEEIDYRPGTSQEHAEVAVRPSVIQKLERGQQQSLELAHKVESGVKKVNSVGVVQATTSGKKLVRPPVICNAPASSLPSGSFERPVAANSVPRLVLAVASDSFPACDTENLETYFDSPDQGPSNPSSQPKTKDPKKKLSINLDKLLAQRNLRAKGASFSPVVRVRELTGSELCSVRAESSELEAGTAGNP.... (4) The miRNA is hsa-miR-3654 with sequence GACUGGACAAGCUGAGGAA. The protein sequence of the target gene is MGATTMDQKSLWAGVVVLLLLQGGSAYKLVCYFTNWSQDRQEPGKFTPENIDPFLCSHLIYSFASIENNKVIIKDKSEVMLYQTINSLKTKNPKLKILLSIGGYLFGSKGFHPMVDSSTSRLEFINSIILFLRNHNFDGLDVSWIYPDQKENTHFTVLIHELAEAFQKDFTKSTKERLLLTAGVSAGRQMIDNSYQVEKLAKDLDFINLLSFDFHGSWEKPLITGHNSPLSKGWQDRGPSSYYNVEYAVGYWIHKGMPSEKVVMGIPTYGHSFTLASAETTVGAPASGPGAAGPITESSG.... Result: 0 (no interaction). (5) The miRNA is hsa-miR-4437 with sequence UGGGCUCAGGGUACAAAGGUU. The protein sequence of the target gene is MCRCPPEHHDGRMTSAEVGAAAGGAQAAGPPEWPPGSPQALRQPGRARVAMAALVWLLAGASMSSLNKWIFTVHGFGRPLLLSALHMLVAALACHRGARRPMPGGTRCRVLLLSLTFGTSMACGNVGLRAVPLDLAQLVTTTTPLFTLALSALLLGRRHHPLQLAAMGPLCLGAACSLAGEFRTPPTGCGFLLAATCLRGLKSVQQSALLQEERLDAVTLLYATSLPSFCLLAGAALVLEAGVAPPPTAGDSRLWACILLSCLLSVLYNLASFSLLALTSALTVHVLGNLTVVGNLILSR.... Result: 1 (interaction). (6) The miRNA is hsa-miR-7850-5p with sequence GUUUGGACAUAGUGUGGCUGG. The protein sequence of the target gene is MANVGLQFQASAGDSDPQSRPLLLLGQLHHLHRVPWSHVRGKLQPRVTEELWQAALSTLNPNPTDSCPLYLNYATVAALPCRVSRHNSPSAAHFITRLVRTCLPPGAHRCIVMVCEQPEVFASACALARAFPLFTHRSGASRRLEKKTVTVEFFLVGQDNGPVEVSTLQCLANATDGVRLAARIVDTPCNEMNTDTFLEEINKVGKELGIIPTIIRDEELKTRGFGGIYGVGKAALHPPALAVLSHTPDGATQTIAWVGKGIVYDTGGLSIKGKTTMPGMKRDCGGAAAVLGAFRAAIKQ.... Result: 0 (no interaction). (7) The miRNA is hsa-miR-3155a with sequence CCAGGCUCUGCAGUGGGAACU. The protein sequence of the target gene is MTFYLFGIRSFPKLWKSPYLGLGPGHSYVSLFLADRCGIRNQQRLFSLKTMSPQNTKATNLIAKARYLRKDEGSNKQVYSVPHFFLAGAAKERSQMNSQTEDHALAPVRNTIQLPTQPLNSEEWDKLKEDLKENTGKTSFESWIISQMAGCHSSIDVAKSLLAWVAAKNNGIVSYDLLVKYLYLCVFHMQTSEVIDVFEIMKARYKTLEPRGYSLLIRGLIHSDRWREALLLLEDIKKVITPSKKNYNDCIQGALLHQDVNTAWNLYQELLGHDIVPMLETLKAFFDFGKDIKDDNYSNK.... Result: 0 (no interaction). (8) The miRNA is rno-miR-21-3p with sequence CAACAGCAGUCGAUGGGCUGUC. The protein sequence of the target gene is MAAALGASGGAGAGDDDFDQFDKPGAERSWRRRAADEDWDSELEDDLLGEDLLSGKKNQSDLSDEELNDDLLQSDNEDEENFSSQGVTISLNATSGMVTSFELSDNTNDQSGEQESEYEQEQGEDELVYHKSDGSELYTQEYPEEGQYEGHEAELTEDQIEYVEEPEEEQLYTDEVLDIEINEPLDEFTGGMETLELQKDIKEESDEEEEDDEESGRLRFKTERKEGTIIRLSDVTRERRNIPETLELSAEAKAALLEFEERERQHKQGRYSSRRGGRRGGPLMCRGVGDQRRESTERGR.... Result: 0 (no interaction). (9) The miRNA is mmu-let-7e-5p with sequence UGAGGUAGGAGGUUGUAUAGUU. The protein sequence of the target gene is MAEAASGAGGTSLEGERGKRPPPEGEPAAPASGVLDKLFGKRLLQAGRYLVSHKAWMKTVPTENCDVLMTFPDTTDDHTLLWLLNHIRVGIPELIVQVRHHRHTRAYAFFVTATYESLLRGADELGLRKAVKAEFGGGTRGFSCEEDFIYENVESELRFFTSQERQSIIRFWLQNLRAKQGEALHNVRFLEDQPIIPELAARGIIQQVFPVHEQRILNRLMKSWVQAVCENQPLDDICDYFGVKIAMYFAWLGFYTSAMVYPAVFGSVLYTFTEADQTSRDVSCVVFALFNVIWSTLFLE.... Result: 0 (no interaction). (10) The miRNA is hsa-miR-920 with sequence GGGGAGCUGUGGAAGCAGUA. The protein sequence of the target gene is MARPQPCGPPHARCGSPSLPERPLQVKVVGLFSCPNFQIAKSAAENLKNNHPSKFEDPILVPLQEFAWHQYLQEKKRELKNETWEYSSSVISFVNGQFLGDALDLQKWAHEVWDIVDIKPSALYDALTEDFSAKFLRDTKHDFVFLDICIDSSPIGRLIFELYCDVCPKTCKNFQVLCTGKAGFSQRGIRLHYKNSIFHRIVQNGWIQGGDIVYGKGDNGESIYGPTFEDENFSVPHNKRGVLGMANKGRHSNGSQFYITLQATPYLDRKFVAFGQLIEGTEVLKQLELVPTQNERPIHM.... Result: 1 (interaction).